Dataset: Catalyst prediction with 721,799 reactions and 888 catalyst types from USPTO. Task: Predict which catalyst facilitates the given reaction. (1) Reactant: C([Si](C(C)C)(C(C)C)[SH:5])(C)C.[H-].[Na+].[CH3:14][O:15][C:16]1[CH:21]=[CH:20][C:19]([N:22]2[C:25](=[O:26])[C@@H:24](OS(C(F)(F)F)(=O)=O)[C@H:23]2[C:35]([O:37][CH2:38][CH3:39])=[O:36])=[CH:18][CH:17]=1. Product: [SH:5][C@H:24]1[C:25](=[O:26])[N:22]([C:19]2[CH:20]=[CH:21][C:16]([O:15][CH3:14])=[CH:17][CH:18]=2)[C@@H:23]1[C:35]([O:37][CH2:38][CH3:39])=[O:36]. The catalyst class is: 1. (2) Reactant: [NH2:1][CH2:2][CH2:3][CH2:4][O:5][C:6]1[CH:7]=[C:8]([CH:29]=[CH:30][CH:31]=1)[CH2:9][NH:10][C:11]1[N:15]([C@@H:16]2[O:22][C@H:21]([CH2:23][OH:24])[C@@H:19]([OH:20])[C@H:17]2[OH:18])[C:14]2[CH:25]=[CH:26][CH:27]=[CH:28][C:13]=2[N:12]=1.C(OC([NH:42][C:43](N1C=CC=N1)=[NH:44])=O)C1C=CC=CC=1. Product: [NH:1]([CH2:2][CH2:3][CH2:4][O:5][C:6]1[CH:7]=[C:8]([CH:29]=[CH:30][CH:31]=1)[CH2:9][NH:10][C:11]1[N:15]([C@@H:16]2[O:22][C@H:21]([CH2:23][OH:24])[C@@H:19]([OH:20])[C@H:17]2[OH:18])[C:14]2[CH:25]=[CH:26][CH:27]=[CH:28][C:13]=2[N:12]=1)[C:43]([NH2:44])=[NH:42]. The catalyst class is: 7. (3) Reactant: [CH3:1][O:2][C:3]1[CH:4]=[C:5]2[C:10](=[CH:11][C:12]=1[O:13][CH2:14][C@@H:15]1[CH2:17][O:16]1)[N:9]=[CH:8][N:7]=[C:6]2[O:18][C:19]1[CH:20]=[C:21]2[C:25](=[CH:26][CH:27]=1)[NH:24][C:23]([CH3:28])=[CH:22]2.[NH:29]1[CH2:33][CH2:32][CH2:31][CH2:30]1. Product: [OH:16][C@@H:15]([CH2:17][N:29]1[CH2:33][CH2:32][CH2:31][CH2:30]1)[CH2:14][O:13][C:12]1[CH:11]=[C:10]2[C:5]([C:6]([O:18][C:19]3[CH:20]=[C:21]4[C:25](=[CH:26][CH:27]=3)[NH:24][C:23]([CH3:28])=[CH:22]4)=[N:7][CH:8]=[N:9]2)=[CH:4][C:3]=1[O:2][CH3:1]. The catalyst class is: 1. (4) Reactant: C([O:9][C@H:10]1[C@@H:15]([O:16]C(=O)C2C=CC=CC=2)[C@H:14]([O:25]C(=O)C2C=CC=CC=2)[C@@H:13]([CH2:34][O:35]C(=O)C2C=CC=CC=2)[O:12][C@@H:11]1[O:44][C@H:45]1[C@H:50]([O:51]C(=O)C2C=CC=CC=2)[C@@H:49]([CH2:60][O:61]C(=O)C2C=CC=CC=2)[O:48][C@H:47]([O:70][C@H:71]2[C@H:114]([O:115]C(=O)C3C=CC=CC=3)[C@@H:113]([CH2:124][O:125]C(=O)C3C=CC=CC=3)[O:112][C@H:73]([O:74][CH2:75][CH2:76][CH2:77][N:78]3[CH:82]=[C:81]([CH2:83][O:84][C@H:85]4[CH2:109][CH2:108][C@@:107]5([CH3:110])[CH:87]([CH2:88][CH2:89][C@@H:90]6[C@@H:106]5[CH2:105][CH2:104][C@@:103]5([CH3:111])[C@H:91]6[CH2:92][CH2:93][C@@H:94]5[C@H:95]([CH3:102])[CH2:96][CH2:97][CH2:98][CH:99]([CH3:101])[CH3:100])[CH2:86]4)[N:80]=[N:79]3)[C@H:72]2[O:134]C(=O)C2C=CC=CC=2)[C@H:46]1[O:143]C(=O)C1C=CC=CC=1)(=O)C1C=CC=CC=1.C[O-].[Na+]. Product: [C@H:11]1([O:44][C@H:45]2[C@H:50]([OH:51])[C@@H:49]([CH2:60][OH:61])[O:48][C@H:47]([O:70][C@H:71]3[C@H:114]([OH:115])[C@@H:113]([CH2:124][OH:125])[O:112][C@H:73]([O:74][CH2:75][CH2:76][CH2:77][N:78]4[CH:82]=[C:81]([CH2:83][O:84][C@H:85]5[CH2:109][CH2:108][C@@:107]6([CH3:110])[CH:87]([CH2:88][CH2:89][C@@H:90]7[C@@H:106]6[CH2:105][CH2:104][C@@:103]6([CH3:111])[C@H:91]7[CH2:92][CH2:93][C@@H:94]6[C@H:95]([CH3:102])[CH2:96][CH2:97][CH2:98][CH:99]([CH3:101])[CH3:100])[CH2:86]5)[N:80]=[N:79]4)[C@H:72]3[OH:134])[C@H:46]2[OH:143])[O:12][C@H:13]([CH2:34][OH:35])[C@@H:14]([OH:25])[C@H:15]([OH:16])[C@@H:10]1[OH:9]. The catalyst class is: 36. (5) Reactant: [Cl:1][C:2]1[C:14]2[C:13]3[CH:12]=[C:11]([O:15][CH3:16])[CH:10]=[CH:9][C:8]=3[NH:7][C:6]=2[CH:5]=[CH:4][N:3]=1.CC([O-])=O.[Na+].[Br:22]Br. Product: [Br:22][C:10]1[C:11]([O:15][CH3:16])=[CH:12][C:13]2[C:14]3[C:2]([Cl:1])=[N:3][CH:4]=[CH:5][C:6]=3[NH:7][C:8]=2[CH:9]=1. The catalyst class is: 52. (6) Reactant: [C:1]([NH:4][CH:5]1[CH2:10][C:9]2[CH:11]=[CH:12][CH:13]=[C:14]([C:15]([OH:17])=[O:16])[C:8]=2[O:7][B:6]1[OH:18])(=[O:3])[CH3:2]. Product: [CH2:8]([O:16][C:15]([C:14]1[C:8]2[O:7][B:6]([OH:18])[CH:5]([NH:4][C:1](=[O:3])[CH3:2])[CH2:10][C:9]=2[CH:11]=[CH:12][CH:13]=1)=[O:17])[CH:9]([CH3:11])[CH3:10]. The catalyst class is: 619. (7) Reactant: [N:1]([C@H:4]1[CH2:9][CH2:8][O:7][C@@H:6]([CH:10]([C:17]2[CH:22]=[CH:21][CH:20]=[CH:19][CH:18]=2)[C:11]2[CH:16]=[CH:15][CH:14]=[CH:13][CH:12]=2)[CH2:5]1)=[N+]=[N-]. Product: [CH:10]([C@H:6]1[CH2:5][C@@H:4]([NH2:1])[CH2:9][CH2:8][O:7]1)([C:17]1[CH:22]=[CH:21][CH:20]=[CH:19][CH:18]=1)[C:11]1[CH:12]=[CH:13][CH:14]=[CH:15][CH:16]=1. The catalyst class is: 45.